From a dataset of Reaction yield outcomes from USPTO patents with 853,638 reactions. Predict the reaction yield, written as a fraction of the theoretical maximum amount of product (1.0 means a 100% yield; for example, 0.34 means a 34% yield). (1) The reactants are C(=O)([O-])[O-].[K+].[K+].[Br:7][C:8]1[CH:27]=[CH:26][C:11]([NH:12][C:13]2[C:22]3[C:17](=[CH:18][C:19]([OH:25])=[C:20]([O:23][CH3:24])[CH:21]=3)[N:16]=[CH:15][N:14]=2)=[C:10]([F:28])[CH:9]=1.[C:29]([O:33][C:34]([N:36]1[CH2:41][CH2:40][CH:39]([CH2:42]OS(C2C=CC(C)=CC=2)(=O)=O)[CH2:38][CH2:37]1)=[O:35])([CH3:32])([CH3:31])[CH3:30].O. The catalyst is CN(C=O)C. The product is [Br:7][C:8]1[CH:27]=[CH:26][C:11]([NH:12][C:13]2[C:22]3[C:17](=[CH:18][C:19]([O:25][CH2:42][CH:39]4[CH2:40][CH2:41][N:36]([C:34]([O:33][C:29]([CH3:30])([CH3:32])[CH3:31])=[O:35])[CH2:37][CH2:38]4)=[C:20]([O:23][CH3:24])[CH:21]=3)[N:16]=[CH:15][N:14]=2)=[C:10]([F:28])[CH:9]=1. The yield is 0.790. (2) The reactants are C(OC([N:8]1[CH2:13][CH2:12][CH:11]([CH:14]([S:19]([C:22]2[CH:27]=[CH:26][C:25]([O:28][CH2:29][C:30]#[C:31][CH3:32])=[CH:24][CH:23]=2)(=[O:21])=[O:20])[C:15]([NH:17][OH:18])=[O:16])[CH2:10][CH2:9]1)=O)(C)(C)C.[CH2:29]([O:28][C:25]1[CH:24]=[CH:23][C:22]([S:19]([CH:14]([CH:11]2[CH2:12][CH2:13][NH:8][CH2:9][CH2:10]2)[C:15]([NH:17][OH:18])=[O:16])(=[O:20])=[O:21])=[CH:27][CH:26]=1)[C:30]#[C:31][CH3:32]. The catalyst is Cl. The product is [CH2:29]([O:28][C:25]1[CH:24]=[CH:23][C:22]([S:19]([CH:14]([CH:11]2[CH2:12][CH2:13][NH:8][CH2:9][CH2:10]2)[C:15]([NH:17][OH:18])=[O:16])(=[O:21])=[O:20])=[CH:27][CH:26]=1)[C:30]#[C:31][CH3:32]. The yield is 0.590. (3) The reactants are [CH3:1][C:2]1[CH:18]=[CH:17][C:16]([CH:19]=[C:20]2[CH2:25][CH2:24][NH:23][CH2:22][CH2:21]2)=[CH:15][C:3]=1[O:4][C:5]1[CH:10]=[CH:9][C:8]([C:11]([F:14])([F:13])[F:12])=[CH:7][N:6]=1.[N:26]1[CH:31]=[CH:30][CH:29]=[C:28]([NH:32][C:33](=O)[O:34]C2C=CC=CC=2)[CH:27]=1.C(N(CC)CC)C. The catalyst is CS(C)=O.O. The product is [CH3:1][C:2]1[CH:18]=[CH:17][C:16]([CH:19]=[C:20]2[CH2:25][CH2:24][N:23]([C:33]([NH:32][C:28]3[CH:27]=[N:26][CH:31]=[CH:30][CH:29]=3)=[O:34])[CH2:22][CH2:21]2)=[CH:15][C:3]=1[O:4][C:5]1[CH:10]=[CH:9][C:8]([C:11]([F:13])([F:12])[F:14])=[CH:7][N:6]=1. The yield is 0.500. (4) The reactants are [Cl:1][C:2]1[C:3]([C:8]2[N:9]=[N:10][C:11]([CH3:14])=[CH:12][CH:13]=2)=[N:4][CH:5]=[CH:6][CH:7]=1.[Cl:15]N1C(=O)N(Cl)C(=O)N(Cl)C1=O. The catalyst is ClCCCl. The product is [Cl:15][CH2:14][C:11]1[N:10]=[N:9][C:8]([C:3]2[C:2]([Cl:1])=[CH:7][CH:6]=[CH:5][N:4]=2)=[CH:13][CH:12]=1. The yield is 0.460. (5) The reactants are Br[C:2]1[C:3](=[O:10])[CH2:4][CH2:5][C:6]=1[O:7][CH2:8][CH3:9].C([O-])([O-])=O.[K+].[K+].[F:17][C:18]1[CH:23]=[CH:22][C:21](B(O)O)=[CH:20][CH:19]=1. The catalyst is C1(C)C=CC=CC=1.C1C=CC=CC=1.O.CCO.C1C=CC(/C=C/C(/C=C/C2C=CC=CC=2)=O)=CC=1.C1C=CC(/C=C/C(/C=C/C2C=CC=CC=2)=O)=CC=1.[Pd].C1C=CC(/C=C/C(/C=C/C2C=CC=CC=2)=O)=CC=1.C1C=CC(/C=C/C(/C=C/C2C=CC=CC=2)=O)=CC=1.C1C=CC(/C=C/C(/C=C/C2C=CC=CC=2)=O)=CC=1.[Pd].[Pd].C1(P(C2C=CC=CC=2)C2C=CC=CC=2)C=CC=CC=1. The product is [CH2:8]([O:7][C:6]1[CH2:5][CH2:4][C:3](=[O:10])[C:2]=1[C:21]1[CH:22]=[CH:23][C:18]([F:17])=[CH:19][CH:20]=1)[CH3:9]. The yield is 0.700. (6) The reactants are [NH:1]1[CH2:5][CH2:4][CH2:3][CH2:2]1.[Cl:6][C:7]1[CH:8]=[C:9]([CH:32]=[CH:33][C:34]=1[F:35])[NH:10][C:11]1[C:20]2[C:15](=[CH:16][C:17]([O:27][CH2:28][CH2:29][CH2:30]Cl)=[CH:18][C:19]=2[O:21][CH:22]2[CH2:26][CH2:25][O:24][CH2:23]2)[N:14]=[CH:13][N:12]=1. No catalyst specified. The product is [Cl:6][C:7]1[CH:8]=[C:9]([CH:32]=[CH:33][C:34]=1[F:35])[NH:10][C:11]1[C:20]2[C:15](=[CH:16][C:17]([O:27][CH2:28][CH2:29][CH2:30][N:1]3[CH2:5][CH2:4][CH2:3][CH2:2]3)=[CH:18][C:19]=2[O:21][CH:22]2[CH2:26][CH2:25][O:24][CH2:23]2)[N:14]=[CH:13][N:12]=1. The yield is 0.640. (7) The reactants are CCN(S(F)(F)[F:7])CC.[N:10]1[CH:15]=[CH:14][CH:13]=[CH:12][C:11]=1[C:16]#[C:17][CH2:18][CH:19]([C:21]1[CH:30]=[N:29][C:28]2[C:23](=[CH:24][CH:25]=[CH:26][CH:27]=2)[N:22]=1)O. The catalyst is C(Cl)Cl. The product is [F:7][CH:19]([C:21]1[CH:30]=[N:29][C:28]2[C:23](=[CH:24][CH:25]=[CH:26][CH:27]=2)[N:22]=1)[CH2:18][C:17]#[C:16][C:11]1[CH:12]=[CH:13][CH:14]=[CH:15][N:10]=1. The yield is 0.330.